The task is: Predict the reaction yield, written as a fraction of the theoretical maximum amount of product (1.0 means a 100% yield; for example, 0.34 means a 34% yield).. This data is from Reaction yield outcomes from USPTO patents with 853,638 reactions. The reactants are [CH3:1][C:2]([CH3:22])([CH3:21])[CH2:3][C:4]([NH:6][C:7]1[C:8]([CH3:20])=[C:9]([CH3:19])[C:10]2[O:14][C:13]([CH3:16])([CH3:15])[C:12](=[O:17])[C:11]=2[CH:18]=1)=[O:5]. The catalyst is C1COCC1.CCCCCC. The product is [OH:17][CH:12]1[C:11]2[CH:18]=[C:7]([NH:6][C:4](=[O:5])[CH2:3][C:2]([CH3:21])([CH3:1])[CH3:22])[C:8]([CH3:20])=[C:9]([CH3:19])[C:10]=2[O:14][C:13]1([CH3:16])[CH3:15]. The yield is 0.920.